Dataset: Reaction yield outcomes from USPTO patents with 853,638 reactions. Task: Predict the reaction yield, written as a fraction of the theoretical maximum amount of product (1.0 means a 100% yield; for example, 0.34 means a 34% yield). (1) The reactants are Br[C:2]1[CH:3]=[CH:4][C:5]([C:8]([F:11])([F:10])[F:9])=[N:6][CH:7]=1.[CH2:12](C([Sn])=C(CCCC)CCCC)[CH2:13]CC. The catalyst is CN(C=O)C.C1COCC1.O.C1C=CC([P]([Pd]([P](C2C=CC=CC=2)(C2C=CC=CC=2)C2C=CC=CC=2)([P](C2C=CC=CC=2)(C2C=CC=CC=2)C2C=CC=CC=2)[P](C2C=CC=CC=2)(C2C=CC=CC=2)C2C=CC=CC=2)(C2C=CC=CC=2)C2C=CC=CC=2)=CC=1. The product is [F:9][C:8]([F:11])([F:10])[C:5]1[CH:4]=[CH:3][C:2]([CH:12]=[CH2:13])=[CH:7][N:6]=1. The yield is 0.520. (2) The reactants are Br[C:2]1[CH:3]=[C:4]([N:8]2[C:16]3[CH:15]=[C:14]([Cl:17])[N:13]=[C:12]([NH:18][CH3:19])[C:11]=3[C:10]([C:20]([O:22][CH3:23])=[O:21])=[N:9]2)[CH:5]=[CH:6][CH:7]=1.[C:24]([C@:26]1([OH:33])[CH2:30][CH2:29][N:28]([CH3:31])[C:27]1=[O:32])#[CH:25]. No catalyst specified. The product is [Cl:17][C:14]1[N:13]=[C:12]([NH:18][CH3:19])[C:11]2[C:10]([C:20]([O:22][CH3:23])=[O:21])=[N:9][N:8]([C:4]3[CH:5]=[CH:6][CH:7]=[C:2]([C:25]#[C:24][C@:26]4([OH:33])[CH2:30][CH2:29][N:28]([CH3:31])[C:27]4=[O:32])[CH:3]=3)[C:16]=2[CH:15]=1. The yield is 0.870. (3) The reactants are [N:1]1([C:7]2[CH:14]=[CH:13][C:10]([C:11]#[N:12])=[CH:9][CH:8]=2)[CH2:6][CH2:5][O:4][CH2:3][CH2:2]1.[H-].[H-].[H-].[H-].[Li+].[Al+3].[OH-].[Na+].O. The catalyst is C1COCC1. The product is [N:1]1([C:7]2[CH:8]=[CH:9][C:10]([CH2:11][NH2:12])=[CH:13][CH:14]=2)[CH2:6][CH2:5][O:4][CH2:3][CH2:2]1. The yield is 0.230.